Dataset: Reaction yield outcomes from USPTO patents with 853,638 reactions. Task: Predict the reaction yield, written as a fraction of the theoretical maximum amount of product (1.0 means a 100% yield; for example, 0.34 means a 34% yield). (1) The reactants are [CH:1]1([NH2:7])[CH2:6][CH2:5][CH2:4][CH2:3][CH2:2]1.C([Al](CC)CC)C.[Cl:15][C:16]1[CH:21]=[C:20]([Cl:22])[CH:19]=[CH:18][C:17]=1[N:23]1[C:27]([C:28]2[CH:33]=[CH:32][C:31]([O:34][CH2:35][CH2:36][CH2:37][F:38])=[CH:30][CH:29]=2)=[C:26]([CH2:39][OH:40])[C:25]([C:41]([O-])=[O:42])=[N:24]1.Cl. The catalyst is C1(C)C=CC=CC=1.CCOC(C)=O.O. The product is [CH:1]1([NH:7][C:41]([C:25]2[C:26]([CH2:39][OH:40])=[C:27]([C:28]3[CH:29]=[CH:30][C:31]([O:34][CH2:35][CH2:36][CH2:37][F:38])=[CH:32][CH:33]=3)[N:23]([C:17]3[CH:18]=[CH:19][C:20]([Cl:22])=[CH:21][C:16]=3[Cl:15])[N:24]=2)=[O:42])[CH2:6][CH2:5][CH2:4][CH2:3][CH2:2]1. The yield is 0.570. (2) The reactants are [NH2:1][C:2]1[CH:3]=[C:4]([OH:11])[C:5](=[CH:9][CH:10]=1)[C:6]([OH:8])=[O:7].[Br:12][C:13]1[CH:17]=[C:16]([S:18](Cl)(=[O:20])=[O:19])[S:15][C:14]=1[Cl:22].CCOC(C)=O. The catalyst is O1CCOCC1. The product is [Br:12][C:13]1[CH:17]=[C:16]([S:18]([NH:1][C:2]2[CH:10]=[CH:9][C:5]([C:6]([OH:8])=[O:7])=[C:4]([OH:11])[CH:3]=2)(=[O:20])=[O:19])[S:15][C:14]=1[Cl:22]. The yield is 0.430. (3) The yield is 0.0400. No catalyst specified. The reactants are [CH3:1][O:2][CH:3]=[CH:4][C:5]#[N:6].[N:7](OCCCC)=[O:8].[CH2:14]([O:16][CH2:17][CH3:18])C.[CH3:19]O.Cl.[CH2:22]([OH:26])[CH2:23][CH2:24][CH3:25]. The product is [CH2:1]([O:2][CH:3]([O:26][CH2:22][CH2:23][CH2:24][CH3:25])[C:4](=[N:7][OH:8])[C:5]#[N:6])[CH2:19][CH2:17][CH3:18].[CH2:22]([O:26][CH:3]([O:2][CH3:1])[C:4](=[N:7][OH:8])[C:5]#[N:6])[CH2:23][CH2:24][CH3:25].[CH3:1][O:2][CH:3]([O:16][CH3:14])[C:4](=[N:7][OH:8])[C:5]#[N:6]. (4) The reactants are [Br:1][C:2]1[CH:7]=[CH:6][C:5]([O:8][CH2:9][CH2:10][CH2:11]Br)=[CH:4][CH:3]=1.[CH3:13][N:14]1[CH2:19][CH2:18][NH:17][CH2:16][CH2:15]1.C([O-])([O-])=O.[Cs+].[Cs+].C(OCC)(=O)C. The catalyst is CC#N. The product is [Br:1][C:2]1[CH:7]=[CH:6][C:5]([O:8][CH2:9][CH2:10][CH2:11][N:17]2[CH2:18][CH2:19][N:14]([CH3:13])[CH2:15][CH2:16]2)=[CH:4][CH:3]=1. The yield is 0.750.